From a dataset of Catalyst prediction with 721,799 reactions and 888 catalyst types from USPTO. Predict which catalyst facilitates the given reaction. (1) Reactant: [O:1]=[C:2]([N:15]1[CH2:19][CH2:18][CH2:17][C@H:16]1[C:20]1[NH:21][C:22]([C:25]2[CH:30]=[CH:29][C:28]([C:31]3[S:35][C:34]4[CH:36]=[C:37](B5OC(C)(C)C(C)(C)O5)[CH:38]=[CH:39][C:33]=4[CH:32]=3)=[CH:27][CH:26]=2)=[CH:23][N:24]=1)[C@H:3]([NH:10][C:11](=[O:14])[O:12][CH3:13])[C:4]1[CH:9]=[CH:8][CH:7]=[CH:6][CH:5]=1.Br[C:50]1[N:51]=[C:52]([C@@H:55]2[CH2:59][CH2:58][CH2:57][N:56]2[C:60]([O:62][C:63]([CH3:66])([CH3:65])[CH3:64])=[O:61])[NH:53][CH:54]=1.C(=O)([O-])[O-].[K+].[K+].C(COC)OC. Product: [CH3:13][O:12][C:11]([NH:10][C@H:3]([C:4]1[CH:5]=[CH:6][CH:7]=[CH:8][CH:9]=1)[C:2]([N:15]1[CH2:19][CH2:18][CH2:17][C@H:16]1[C:20]1[NH:21][C:22]([C:25]2[CH:30]=[CH:29][C:28]([C:31]3[S:35][C:34]4[CH:36]=[C:37]([C:54]5[N:53]=[C:52]([C@@H:55]6[CH2:59][CH2:58][CH2:57][N:56]6[C:60]([O:62][C:63]([CH3:66])([CH3:65])[CH3:64])=[O:61])[NH:51][CH:50]=5)[CH:38]=[CH:39][C:33]=4[CH:32]=3)=[CH:27][CH:26]=2)=[CH:23][N:24]=1)=[O:1])=[O:14]. The catalyst class is: 690. (2) Reactant: Br[C:2]1[C:3]2[CH:4]=[CH:5][CH:6]=[N:7][C:8]=2[C:9](=[O:20])[N:10]([CH2:12][O:13][CH2:14][CH2:15][Si:16]([CH3:19])([CH3:18])[CH3:17])[CH:11]=1.C1(P(C(P([CH:44]2[CH2:49]CCCC2)C2CCCCC2)(C)C)C2CCCCC2)CCCCC1.[C:50](=O)([O-:52])[O-:51].[K+].[K+].CN(C)C=O.C(O)C. Product: [O:20]=[C:9]1[C:8]2[N:7]=[CH:6][CH:5]=[CH:4][C:3]=2[C:2]([C:50]([O:52][CH2:49][CH3:44])=[O:51])=[CH:11][N:10]1[CH2:12][O:13][CH2:14][CH2:15][Si:16]([CH3:19])([CH3:18])[CH3:17]. The catalyst class is: 167. (3) Reactant: C(N(CC)CC)C.[NH:8]1[CH2:13][CH2:12][CH:11]([NH:14][C:15]([NH:17][C:18]2[CH:23]=[CH:22][CH:21]=[C:20]([C:24]([F:27])([F:26])[F:25])[CH:19]=2)=[O:16])[CH2:10][CH2:9]1.[Cl:28][C:29]1[CH:34]=[CH:33][C:32]([S:35](Cl)(=[O:37])=[O:36])=[CH:31][CH:30]=1.O. Product: [Cl:28][C:29]1[CH:34]=[CH:33][C:32]([S:35]([N:8]2[CH2:13][CH2:12][CH:11]([NH:14][C:15]([NH:17][C:18]3[CH:23]=[CH:22][CH:21]=[C:20]([C:24]([F:25])([F:26])[F:27])[CH:19]=3)=[O:16])[CH2:10][CH2:9]2)(=[O:37])=[O:36])=[CH:31][CH:30]=1. The catalyst class is: 4. (4) Reactant: Cl.[Cl:2][C:3]1[CH:4]=[C:5]([C:10]2([C:23]([F:26])([F:25])[F:24])[O:14][N:13]=[C:12]([C:15]3[CH:16]=[C:17]([CH:20]=[CH:21][CH:22]=3)[CH2:18][NH2:19])[CH2:11]2)[CH:6]=[C:7]([Cl:9])[CH:8]=1.[CH3:27][S:28][CH2:29][C:30](O)=[O:31].C(N=C=NC(C)C)(C)C. The catalyst class is: 1. Product: [Cl:2][C:3]1[CH:4]=[C:5]([C:10]2([C:23]([F:24])([F:26])[F:25])[O:14][N:13]=[C:12]([C:15]3[CH:16]=[C:17]([CH:20]=[CH:21][CH:22]=3)[CH2:18][NH:19][C:30](=[O:31])[CH2:29][S:28][CH3:27])[CH2:11]2)[CH:6]=[C:7]([Cl:9])[CH:8]=1.